Dataset: Peptide-MHC class I binding affinity with 185,985 pairs from IEDB/IMGT. Task: Regression. Given a peptide amino acid sequence and an MHC pseudo amino acid sequence, predict their binding affinity value. This is MHC class I binding data. (1) The peptide sequence is VAAKGAPAL. The MHC is HLA-A69:01 with pseudo-sequence HLA-A69:01. The binding affinity (normalized) is 0.610. (2) The binding affinity (normalized) is 0.147. The peptide sequence is YFPSPTDCEI. The MHC is H-2-Kb with pseudo-sequence H-2-Kb.